From a dataset of Catalyst prediction with 721,799 reactions and 888 catalyst types from USPTO. Predict which catalyst facilitates the given reaction. (1) Reactant: Cl[C:2]1[N:7]=[C:6]([C:8]2[N:12]3[CH:13]=[CH:14][CH:15]=[CH:16][C:11]3=[N:10][C:9]=2[C:17]2[CH:18]=[C:19]([CH:31]=[CH:32][CH:33]=2)[C:20]([NH:22][C:23]2[C:28]([F:29])=[CH:27][CH:26]=[CH:25][C:24]=2[F:30])=[O:21])[CH:5]=[CH:4][N:3]=1.[CH3:34][C:35]1[C:36]([CH:44]2[CH2:49][CH2:48][N:47]([CH2:50][CH2:51][S:52]([CH3:55])(=[O:54])=[O:53])[CH2:46][CH2:45]2)=[CH:37][C:38]([O:42][CH3:43])=[C:39]([CH:41]=1)[NH2:40].C1(C)C=CC(S(O)(=O)=O)=CC=1.C(O)C(F)(F)F.C[O-].[Na+]. Product: [F:30][C:24]1[CH:25]=[CH:26][CH:27]=[C:28]([F:29])[C:23]=1[NH:22][C:20](=[O:21])[C:19]1[CH:31]=[CH:32][CH:33]=[C:17]([C:9]2[N:10]=[C:11]3[CH:16]=[CH:15][CH:14]=[CH:13][N:12]3[C:8]=2[C:6]2[CH:5]=[CH:4][N:3]=[C:2]([NH:40][C:39]3[CH:41]=[C:35]([CH3:34])[C:36]([CH:44]4[CH2:45][CH2:46][N:47]([CH2:50][CH2:51][S:52]([CH3:55])(=[O:54])=[O:53])[CH2:48][CH2:49]4)=[CH:37][C:38]=3[O:42][CH3:43])[N:7]=2)[CH:18]=1. The catalyst class is: 2. (2) Reactant: Br[CH2:2][C:3]1[C:8]2[C:9]([O:31][CH3:32])=[N:10][N:11]([C:12]([C:25]3[CH:30]=[CH:29][CH:28]=[CH:27][CH:26]=3)([C:19]3[CH:24]=[CH:23][CH:22]=[CH:21][CH:20]=3)[C:13]3[CH:18]=[CH:17][CH:16]=[CH:15][CH:14]=3)[C:7]=2[CH:6]=[C:5]([Cl:33])[N:4]=1.C[N+]1([O-])CC[O:38]CC1. Product: [Cl:33][C:5]1[N:4]=[C:3]([CH:2]=[O:38])[C:8]2[C:9]([O:31][CH3:32])=[N:10][N:11]([C:12]([C:13]3[CH:18]=[CH:17][CH:16]=[CH:15][CH:14]=3)([C:25]3[CH:30]=[CH:29][CH:28]=[CH:27][CH:26]=3)[C:19]3[CH:24]=[CH:23][CH:22]=[CH:21][CH:20]=3)[C:7]=2[CH:6]=1. The catalyst class is: 1. (3) Reactant: [CH2:1]([O:8][C:9]([N:11]1[CH2:14][CH:13]([C:15]([OH:17])=O)[CH2:12]1)=[O:10])[C:2]1[CH:7]=[CH:6][CH:5]=[CH:4][CH:3]=1.O.ON1C2C=CC=CC=2N=N1.[NH2:29][C:30]1[CH:49]=[CH:48][C:33]([O:34][CH:35]2[CH2:40][CH2:39][N:38]([C:41]([O:43][C:44]([CH3:47])([CH3:46])[CH3:45])=[O:42])[CH2:37][CH2:36]2)=[CH:32][CH:31]=1.C(N(C(C)C)CC)(C)C.Cl.CN(C)CCCN=C=NCC. Product: [CH2:1]([O:8][C:9]([N:11]1[CH2:12][CH:13]([C:15]([NH:29][C:30]2[CH:31]=[CH:32][C:33]([O:34][CH:35]3[CH2:40][CH2:39][N:38]([C:41]([O:43][C:44]([CH3:45])([CH3:46])[CH3:47])=[O:42])[CH2:37][CH2:36]3)=[CH:48][CH:49]=2)=[O:17])[CH2:14]1)=[O:10])[C:2]1[CH:3]=[CH:4][CH:5]=[CH:6][CH:7]=1. The catalyst class is: 35. (4) Reactant: [N+:1]([C:4]1[C:13]2[C:8](=[CH:9][CH:10]=[CH:11][CH:12]=2)[C:7]([O:14][CH:15]([CH3:31])[CH2:16][C:17]2[CH:22]=[CH:21][N:20]=[C:19]([NH:23][C:24](=[O:30])[O:25][C:26]([CH3:29])([CH3:28])[CH3:27])[CH:18]=2)=[CH:6][CH:5]=1)([O-])=O.[H][H]. Product: [NH2:1][C:4]1[C:13]2[C:8](=[CH:9][CH:10]=[CH:11][CH:12]=2)[C:7]([O:14][CH:15]([CH3:31])[CH2:16][C:17]2[CH:22]=[CH:21][N:20]=[C:19]([NH:23][C:24](=[O:30])[O:25][C:26]([CH3:28])([CH3:27])[CH3:29])[CH:18]=2)=[CH:6][CH:5]=1. The catalyst class is: 465. (5) Reactant: [Br:1]N1C(=O)CCC1=O.[Cl:9][C:10]1[C:11]2[N:12]([C:16]([C@H:19]3[CH2:28][CH2:27][C@@H:26]4[N:21]([C:22](=[O:29])[CH2:23][CH2:24][CH2:25]4)[CH2:20]3)=[N:17][CH:18]=2)[CH:13]=[CH:14][N:15]=1.N#N. Product: [Br:1][C:18]1[N:17]=[C:16]([C@H:19]2[CH2:28][CH2:27][C@@H:26]3[N:21]([C:22](=[O:29])[CH2:23][CH2:24][CH2:25]3)[CH2:20]2)[N:12]2[CH:13]=[CH:14][N:15]=[C:10]([Cl:9])[C:11]=12. The catalyst class is: 3.